Predict the product of the given reaction. From a dataset of Forward reaction prediction with 1.9M reactions from USPTO patents (1976-2016). (1) Given the reactants [OH:1][CH2:2][C:3]1[S:7][C:6]([N:8]2[CH2:12][CH2:11][N:10]([CH2:13][C:14]3[CH:19]=[CH:18][C:17]([C:20]([F:23])([F:22])[F:21])=[CH:16][CH:15]=3)[C:9]2=[O:24])=[N:5][C:4]=1[CH3:25], predict the reaction product. The product is: [CH3:25][C:4]1[N:5]=[C:6]([N:8]2[CH2:12][CH2:11][N:10]([CH2:13][C:14]3[CH:19]=[CH:18][C:17]([C:20]([F:23])([F:22])[F:21])=[CH:16][CH:15]=3)[C:9]2=[O:24])[S:7][C:3]=1[CH:2]=[O:1]. (2) Given the reactants C([Si](C)(C)[O:6][C:7]1[CH:12]=[CH:11][C:10]([C:13]2[C:17]([C:18]3[CH:23]=[CH:22][CH:21]=[CH:20][CH:19]=3)=[C:16]([C:24]3([CH2:27]OS(C)(=O)=O)[CH2:26][CH2:25]3)[O:15][N:14]=2)=[CH:9][CH:8]=1)(C)(C)C.[CH2:35]([CH2:37][NH2:38])[OH:36], predict the reaction product. The product is: [OH:36][CH2:35][CH2:37][NH:38][CH2:27][C:24]1([C:16]2[O:15][N:14]=[C:13]([C:10]3[CH:11]=[CH:12][C:7]([OH:6])=[CH:8][CH:9]=3)[C:17]=2[C:18]2[CH:23]=[CH:22][CH:21]=[CH:20][CH:19]=2)[CH2:26][CH2:25]1. (3) Given the reactants C([O:8][C:9](=[O:38])[C@@H:10]1[CH2:14][CH2:13][CH2:12][N:11]1[C:15](=[O:37])[CH2:16][CH2:17][C:18](=[O:36])[C@@H:19]([NH:27][C:28](=[O:35])[C:29]1[CH:34]=[CH:33][CH:32]=[CH:31][CH:30]=1)[CH2:20][C:21]1[CH:26]=[CH:25][CH:24]=[CH:23][CH:22]=1)C1C=CC=CC=1.[H][H], predict the reaction product. The product is: [C:28]([NH:27][C@@H:19]([CH2:20][C:21]1[CH:22]=[CH:23][CH:24]=[CH:25][CH:26]=1)[C:18](=[O:36])[CH2:17][CH2:16][C:15]([N:11]1[CH2:12][CH2:13][CH2:14][C@H:10]1[C:9]([OH:38])=[O:8])=[O:37])(=[O:35])[C:29]1[CH:34]=[CH:33][CH:32]=[CH:31][CH:30]=1. (4) Given the reactants [CH2:1]([NH:3][C:4]([NH:6][C:7]1[CH:12]=[C:11]([C:13]2[S:14][CH:15]=[C:16]([C:18]3[CH:23]=[CH:22][CH:21]=[C:20]([O:24][CH3:25])[N:19]=3)[N:17]=2)[C:10]([C:26]2[S:27][C:28]([C:37]([NH:39][NH2:40])=[O:38])=[C:29]([C:31]3[N:35]([CH3:36])[N:34]=[CH:33][N:32]=3)[N:30]=2)=[CH:9][N:8]=1)=[O:5])[CH3:2].CO[C:43](OC)(OC)[CH3:44].C1CCN2C(=NCCC2)CC1, predict the reaction product. The product is: [CH2:1]([NH:3][C:4]([NH:6][C:7]1[CH:12]=[C:11]([C:13]2[S:14][CH:15]=[C:16]([C:18]3[CH:23]=[CH:22][CH:21]=[C:20]([O:24][CH3:25])[N:19]=3)[N:17]=2)[C:10]([C:26]2[S:27][C:28]([C:37]3[O:38][C:43]([CH3:44])=[N:40][N:39]=3)=[C:29]([C:31]3[N:35]([CH3:36])[N:34]=[CH:33][N:32]=3)[N:30]=2)=[CH:9][N:8]=1)=[O:5])[CH3:2].